From a dataset of Full USPTO retrosynthesis dataset with 1.9M reactions from patents (1976-2016). Predict the reactants needed to synthesize the given product. (1) Given the product [CH2:1]([N:3]([CH2:25][C:26]1[CH:27]=[CH:28][C:29]([C:32]([F:34])([F:33])[F:35])=[CH:30][CH:31]=1)[C:4](=[O:24])[CH2:5][C:6]1[CH:11]=[CH:10][C:9]([S:12][CH2:13][C:14]2[CH:23]=[CH:22][CH:21]=[CH:20][C:15]=2[C:16]([OH:18])=[O:17])=[CH:8][CH:7]=1)[CH3:2], predict the reactants needed to synthesize it. The reactants are: [CH2:1]([N:3]([CH2:25][C:26]1[CH:31]=[CH:30][C:29]([C:32]([F:35])([F:34])[F:33])=[CH:28][CH:27]=1)[C:4](=[O:24])[CH2:5][C:6]1[CH:11]=[CH:10][C:9]([S:12][CH2:13][C:14]2[CH:23]=[CH:22][CH:21]=[CH:20][C:15]=2[C:16]([O:18]C)=[O:17])=[CH:8][CH:7]=1)[CH3:2].[OH-].[Li+]. (2) Given the product [CH3:15][C@@:6]1([C:4]([OH:5])=[O:3])[CH2:8][C@H:7]1[C:9]1[CH:10]=[CH:11][CH:12]=[CH:13][CH:14]=1, predict the reactants needed to synthesize it. The reactants are: C([O:3][C:4]([C@:6]1([CH3:15])[CH2:8][C@H:7]1[C:9]1[CH:14]=[CH:13][CH:12]=[CH:11][CH:10]=1)=[O:5])C.O[Li].O.Cl. (3) Given the product [F:13][CH:10]([CH2:11][OH:12])[CH2:9][NH:8][C:26](=[O:27])[O:28][C:29]([CH3:30])([CH3:31])[CH3:32], predict the reactants needed to synthesize it. The reactants are: C([NH:8][CH2:9][CH:10]([F:13])[CH2:11][OH:12])C1C=CC=CC=1.C([O-])=O.[NH4+].[CH3:30][C:29]([O:28][C:26](O[C:26]([O:28][C:29]([CH3:32])([CH3:31])[CH3:30])=[O:27])=[O:27])([CH3:32])[CH3:31]. (4) Given the product [O:21]1[CH2:22][CH2:26][O:27][CH:19]1[CH2:18][O:17][C:13](=[O:20])[CH:30]=[CH:31][C:32]1[O:28][CH:12]=[CH:10][CH:11]=1, predict the reactants needed to synthesize it. The reactants are: C([Li])CCC.C(N[CH:10]([CH3:12])[CH3:11])(C)C.[C:13](=[O:20])([O:17][CH2:18][CH3:19])OCC.[O:21]1C=CC=[C:22]1[CH:26]=[O:27].[O:28]1[CH2:32][CH2:31][CH2:30]C1. (5) Given the product [CH3:7][O:8][P:9]([CH2:13][C:14]([C:16]1([C:19](=[CH2:1])[CH2:20][CH2:21][CH2:22][CH2:23][CH3:24])[CH2:18][CH2:17]1)=[O:15])([O:11][CH3:12])=[O:10], predict the reactants needed to synthesize it. The reactants are: [CH3:1]C(C)([O-])C.[K+].[CH3:7][O:8][P:9]([CH2:13][C:14]([C:16]1([C:19](=O)[CH2:20][CH2:21][CH2:22][CH2:23][CH3:24])[CH2:18][CH2:17]1)=[O:15])([O:11][CH3:12])=[O:10].[NH4+].[Cl-].O. (6) Given the product [Cl:1][C:2]1[CH:7]=[C:6]([O:8][CH3:9])[CH:5]=[CH:4][C:3]=1[CH:10]([CH3:24])[C:11]([C:17]1[CH:22]=[CH:21][N:20]=[C:19]([I:25])[CH:18]=1)([OH:16])[C:12]([F:15])([F:14])[F:13], predict the reactants needed to synthesize it. The reactants are: [Cl:1][C:2]1[CH:7]=[C:6]([O:8][CH3:9])[CH:5]=[CH:4][C:3]=1[CH:10]([CH3:24])[C:11]([C:17]1[CH:22]=[CH:21][N:20]=[C:19](Cl)[CH:18]=1)([OH:16])[C:12]([F:15])([F:14])[F:13].[I-:25].[Na+].I.